This data is from Reaction yield outcomes from USPTO patents with 853,638 reactions. The task is: Predict the reaction yield, written as a fraction of the theoretical maximum amount of product (1.0 means a 100% yield; for example, 0.34 means a 34% yield). (1) The reactants are O1CCCC1.CS(Cl)(=O)=O.OC(C(F)(F)F)=O.Br[C:19]1[CH:20]=[C:21]2[C:26](N[C@@H]3C[C@@H]4CNC[C@@H]4[C@H]3C)=[C:25]([C:37]([NH2:39])=[O:38])[CH:24]=[N:23][N:22]2[CH:40]=1.C(N(CC)C(C)C)(C)C. The catalyst is CN(C)C=O. The product is [N:23]1[N:22]2[CH:40]=[CH:19][CH:20]=[C:21]2[CH:26]=[C:25]([C:37]([NH2:39])=[O:38])[CH:24]=1. The yield is 0.760. (2) The reactants are [Cl:1][C:2]1[CH:7]=[CH:6][C:5]([CH2:8][CH2:9][CH2:10][NH:11][C:12]2[CH:17]=[C:16]([CH3:18])[C:15]([CH3:19])=[CH:14][C:13]=2[N+:20]([O-])=O)=[CH:4][CH:3]=1. The catalyst is CCO.[Ni]. The product is [Cl:1][C:2]1[CH:7]=[CH:6][C:5]([CH2:8][CH2:9][CH2:10][NH:11][C:12]2[C:13]([NH2:20])=[CH:14][C:15]([CH3:19])=[C:16]([CH3:18])[CH:17]=2)=[CH:4][CH:3]=1. The yield is 0.980. (3) The reactants are [CH:1]([P:3](=[O:14])([CH:12]=[CH2:13])[CH2:4][C:5]1[CH:10]=[CH:9][C:8]([F:11])=[CH:7][CH:6]=1)=[CH2:2].[CH2:15]([NH2:22])[C:16]1[CH:21]=[CH:20][CH:19]=[CH:18][CH:17]=1. The catalyst is C1COCC1.O. The product is [CH2:15]([N:22]1[CH2:13][CH2:12][P:3](=[O:14])([CH2:4][C:5]2[CH:10]=[CH:9][C:8]([F:11])=[CH:7][CH:6]=2)[CH2:1][CH2:2]1)[C:16]1[CH:21]=[CH:20][CH:19]=[CH:18][CH:17]=1. The yield is 0.770. (4) The reactants are [CH3:1][O:2][C@@H:3]1[CH2:7][N:6](C(OCC2C=CC=CC=2)=O)[C@H:5]([C:18](=[O:26])[NH:19][C:20]2[CH:25]=[N:24][CH:23]=[CH:22][N:21]=2)[CH2:4]1. The catalyst is CO.[Pd]. The product is [CH3:1][O:2][C@@H:3]1[CH2:7][NH:6][C@H:5]([C:18]([NH:19][C:20]2[CH:25]=[N:24][CH:23]=[CH:22][N:21]=2)=[O:26])[CH2:4]1. The yield is 1.00. (5) The reactants are [N:1]12[CH2:8][CH2:7][C:4]([C:9]([C:17]3[CH:22]=[CH:21][CH:20]=[CH:19][CH:18]=3)([C:11]3[CH:16]=[CH:15][CH:14]=[CH:13][CH:12]=3)[OH:10])([CH2:5][CH2:6]1)[CH2:3][CH2:2]2.[Br:23][CH2:24][CH2:25][CH2:26][O:27][C:28]1[CH:33]=[CH:32][CH:31]=[CH:30][C:29]=1[O:34][CH2:35][C:36]1[CH:41]=[CH:40][CH:39]=[CH:38][CH:37]=1. The catalyst is CC#N. The product is [Br-:23].[OH:10][C:9]([C:17]1[CH:22]=[CH:21][CH:20]=[CH:19][CH:18]=1)([C:11]1[CH:12]=[CH:13][CH:14]=[CH:15][CH:16]=1)[C:4]12[CH2:5][CH2:6][N+:1]([CH2:24][CH2:25][CH2:26][O:27][C:28]3[CH:33]=[CH:32][CH:31]=[CH:30][C:29]=3[O:34][CH2:35][C:36]3[CH:41]=[CH:40][CH:39]=[CH:38][CH:37]=3)([CH2:2][CH2:3]1)[CH2:8][CH2:7]2. The yield is 0.714.